Dataset: Reaction yield outcomes from USPTO patents with 853,638 reactions. Task: Predict the reaction yield, written as a fraction of the theoretical maximum amount of product (1.0 means a 100% yield; for example, 0.34 means a 34% yield). (1) The reactants are [Cl:1][C:2]1[C:7]([S:8](Cl)(=[O:10])=[O:9])=[CH:6][CH:5]=[C:4]([Cl:12])[N:3]=1.[NH:13]1[CH2:17][CH2:16][C@H:15]([NH:18][C:19](=[O:25])[O:20][C:21]([CH3:24])([CH3:23])[CH3:22])[CH2:14]1.C(N(CC)CC)C.C(=O)(O)[O-].[Na+]. The catalyst is ClCCl. The product is [Cl:1][C:2]1[C:7]([S:8]([N:13]2[CH2:17][CH2:16][C@H:15]([NH:18][C:19](=[O:25])[O:20][C:21]([CH3:23])([CH3:22])[CH3:24])[CH2:14]2)(=[O:10])=[O:9])=[CH:6][CH:5]=[C:4]([Cl:12])[N:3]=1. The yield is 1.00. (2) The reactants are [Cl:1][C:2]1[CH:7]=[CH:6][C:5]([S:8]([CH2:11][C:12](O)=O)(=[O:10])=[O:9])=[CH:4][CH:3]=1.[Br:15][C:16]1[CH:23]=[CH:22][C:19](C=O)=[CH:18][CH:17]=1. No catalyst specified. The product is [Cl:1][C:2]1[CH:7]=[CH:6][C:5]([S:8](/[CH:11]=[CH:12]/[C:19]2[CH:22]=[CH:23][C:16]([Br:15])=[CH:17][CH:18]=2)(=[O:10])=[O:9])=[CH:4][CH:3]=1. The yield is 0.800. (3) The reactants are [CH3:13][C:12]([O:11][C:9](O[C:9]([O:11][C:12]([CH3:15])([CH3:14])[CH3:13])=[O:10])=[O:10])([CH3:15])[CH3:14].[NH2:16][C:17]1[CH:22]=[CH:21][N:20]=[CH:19][CH:18]=1. The catalyst is C1COCC1. The product is [C:12]([O:11][C:9](=[O:10])[NH:16][C:17]1[CH:22]=[CH:21][N:20]=[CH:19][CH:18]=1)([CH3:13])([CH3:14])[CH3:15]. The yield is 0.940. (4) The reactants are [CH3:1][C:2]([CH3:43])([CH3:42])[C@@H:3]([C:16]([N:18]1[CH2:26][C@H:25]([O:27][C:28]2[C:37]([CH:38]=C)=[N:36][C:35]3[C:30](=[CH:31][C:32]([O:40][CH3:41])=[CH:33][CH:34]=3)[N:29]=2)[CH2:24][C@H:19]1[C:20]([O:22][CH3:23])=[O:21])=[O:17])[NH:4][C:5]([O:7][C@@H:8]1[CH2:10][C@H:9]1[CH2:11][CH2:12][CH2:13][CH:14]=C)=[O:6]. The catalyst is ClCCCl. The product is [C:2]([C@H:3]1[C:16](=[O:17])[N:18]2[CH2:26][C@@H:25]([CH2:24][C@H:19]2[C:20]([O:22][CH3:23])=[O:21])[O:27][C:28]2=[N:29][C:30]3[CH:31]=[C:32]([O:40][CH3:41])[CH:33]=[CH:34][C:35]=3[N:36]=[C:37]2[CH:38]=[CH:14][CH2:13][CH2:12][CH2:11][C@@H:9]2[CH2:10][C@H:8]2[O:7][C:5](=[O:6])[NH:4]1)([CH3:43])([CH3:1])[CH3:42]. The yield is 0.250. (5) The reactants are [C:1]([C:5]1[CH:33]=[CH:32][C:8]([CH2:9][N:10]([CH2:20][C:21]2[CH:22]=[C:23]([CH:29]=[CH:30][CH:31]=2)[O:24][CH2:25][C:26]([OH:28])=[O:27])[S:11]([C:14]2[CH:15]=[N:16][CH:17]=[CH:18][CH:19]=2)(=[O:13])=[O:12])=[CH:7][CH:6]=1)([CH3:4])([CH3:3])[CH3:2].CO.[OH-].[Na+]. The catalyst is CC(C)=O.O. The product is [OH2:12].[C:1]([C:5]1[CH:6]=[CH:7][C:8]([CH2:9][N:10]([CH2:20][C:21]2[CH:22]=[C:23]([CH:29]=[CH:30][CH:31]=2)[O:24][CH2:25][C:26]([OH:28])=[O:27])[S:11]([C:14]2[CH:15]=[N:16][CH:17]=[CH:18][CH:19]=2)(=[O:12])=[O:13])=[CH:32][CH:33]=1)([CH3:4])([CH3:2])[CH3:3].[C:1]([C:5]1[CH:6]=[CH:7][C:8]([CH2:9][N:10]([CH2:20][C:21]2[CH:22]=[C:23]([CH:29]=[CH:30][CH:31]=2)[O:24][CH2:25][C:26]([OH:28])=[O:27])[S:11]([C:14]2[CH:15]=[N:16][CH:17]=[CH:18][CH:19]=2)(=[O:12])=[O:13])=[CH:32][CH:33]=1)([CH3:4])([CH3:2])[CH3:3]. The yield is 0.770.